This data is from Peptide-MHC class I binding affinity with 185,985 pairs from IEDB/IMGT. The task is: Regression. Given a peptide amino acid sequence and an MHC pseudo amino acid sequence, predict their binding affinity value. This is MHC class I binding data. (1) The peptide sequence is RTRAGRHAF. The MHC is HLA-A32:07 with pseudo-sequence HLA-A32:07. The binding affinity (normalized) is 0.714. (2) The peptide sequence is SGISSAESL. The MHC is H-2-Dd with pseudo-sequence H-2-Dd. The binding affinity (normalized) is 0. (3) The peptide sequence is ASDDLEHWQ. The MHC is HLA-B15:01 with pseudo-sequence HLA-B15:01. The binding affinity (normalized) is 0.0847.